From a dataset of Forward reaction prediction with 1.9M reactions from USPTO patents (1976-2016). Predict the product of the given reaction. (1) The product is: [CH3:63][O:64][C:65](=[O:130])[C@@H:66]([NH:82][C:83]([CH:85]1[CH2:98][C:97]2[CH:96]=[C:95]3[C:90]([O:91][C@@H:92]([C:101]4[CH:102]=[CH:103][C:104]([O:107][CH2:108][C:109]5[CH:114]=[CH:113][C:112]([Cl:115])=[C:111]([Cl:116])[CH:110]=5)=[CH:105][CH:106]=4)[C:93](=[O:100])[N:94]3[CH3:99])=[CH:89][C:88]=2[CH2:87][N:86]1[S:117]([C:120]1[S:124][C:123]([NH2:125])=[N:122][C:121]=1[CH3:129])(=[O:119])=[O:118])=[O:84])[CH2:67][C:68]1[CH:69]=[CH:70][C:71]([C:74]2[CH:75]=[CH:76][C:77]([C:80]#[N:81])=[CH:78][CH:79]=2)=[CH:72][CH:73]=1. Given the reactants C(OC(N1C(C(=O)N[C@H](C(OC)=O)CC2C=CC(C3C=CC(C#N)=CC=3)=CC=2)CC2C=C3C(O[C@@H](C4C=CC(OCC5C=CC(Cl)=C(Cl)C=5)=CC=4)C(=O)N3C)=CC=2C1)=O)(C)(C)C.[CH3:63][O:64][C:65](=[O:130])[C@@H:66]([NH:82][C:83]([CH:85]1[CH2:98][C:97]2[CH:96]=[C:95]3[C:90]([O:91][C@@H:92]([C:101]4[CH:106]=[CH:105][C:104]([O:107][CH2:108][C:109]5[CH:114]=[CH:113][C:112]([Cl:115])=[C:111]([Cl:116])[CH:110]=5)=[CH:103][CH:102]=4)[C:93](=[O:100])[N:94]3[CH3:99])=[CH:89][C:88]=2[CH2:87][N:86]1[S:117]([C:120]1[S:124][C:123]([NH:125]C(=O)C)=[N:122][C:121]=1[CH3:129])(=[O:119])=[O:118])=[O:84])[CH2:67][C:68]1[CH:73]=[CH:72][C:71]([C:74]2[CH:79]=[CH:78][C:77]([C:80]#[N:81])=[CH:76][CH:75]=2)=[CH:70][CH:69]=1, predict the reaction product. (2) Given the reactants [C:1]([O:5][C:6]([CH2:8][C:9]1[C:10]([CH3:29])=[N:11][C:12]2[N:13]([CH:23]=[C:24](C(O)=O)[N:25]=2)[C:14]=1[C:15]1[CH:20]=[CH:19][C:18]([Cl:21])=[CH:17][C:16]=1[Cl:22])=[O:7])([CH3:4])([CH3:3])[CH3:2].C1C=CC(P(N=[N+]=[N-])(C2C=CC=CC=2)=[O:37])=CC=1.[Si:47]([CH2:51][CH2:52][OH:53])([CH3:50])([CH3:49])[CH3:48].CC[N:56]([CH2:59]C)CC, predict the reaction product. The product is: [C:1]([O:5][C:6]([CH2:8][C:9]1[C:10]([CH3:29])=[N:11][C:12]2[N:13]([CH:23]=[C:24]([NH:56][C:59]([O:53][CH2:52][CH2:51][Si:47]([CH3:50])([CH3:49])[CH3:48])=[O:37])[N:25]=2)[C:14]=1[C:15]1[CH:20]=[CH:19][C:18]([Cl:21])=[CH:17][C:16]=1[Cl:22])=[O:7])([CH3:3])([CH3:4])[CH3:2]. (3) Given the reactants [CH2:1]([O:3][C:4](=[O:25])[CH2:5][CH2:6][CH2:7][O:8][C:9]1[CH:24]=[CH:23][C:12]([CH2:13][C@@H:14]([C:16]([O:18][C:19]([CH3:22])([CH3:21])[CH3:20])=[O:17])[NH2:15])=[CH:11][CH:10]=1)[CH3:2].[CH3:26][C:27]1[CH:32]=[CH:31][C:30]([N:33]=[C:34]=[S:35])=[C:29]([N+:36]([O-])=O)[CH:28]=1, predict the reaction product. The product is: [NH2:36][C:29]1[CH:28]=[C:27]([CH3:26])[CH:32]=[CH:31][C:30]=1[NH:33][C:34](=[S:35])[NH:15][C@H:14]([C:16]([O:18][C:19]([CH3:21])([CH3:20])[CH3:22])=[O:17])[CH2:13][C:12]1[CH:11]=[CH:10][C:9]([O:8][CH2:7][CH2:6][CH2:5][C:4]([O:3][CH2:1][CH3:2])=[O:25])=[CH:24][CH:23]=1.